This data is from Peptide-MHC class II binding affinity with 134,281 pairs from IEDB. The task is: Regression. Given a peptide amino acid sequence and an MHC pseudo amino acid sequence, predict their binding affinity value. This is MHC class II binding data. (1) The peptide sequence is ELNLLDKRQFELYKR. The MHC is HLA-DQA10201-DQB10303 with pseudo-sequence HLA-DQA10201-DQB10303. The binding affinity (normalized) is 0. (2) The peptide sequence is RDLLLIVTRIVELLGR. The MHC is DRB4_0101 with pseudo-sequence DRB4_0103. The binding affinity (normalized) is 0.344. (3) The peptide sequence is AAATHGTTVYGAFAA. The MHC is HLA-DPA10103-DPB10601 with pseudo-sequence HLA-DPA10103-DPB10601. The binding affinity (normalized) is 0.0897. (4) The peptide sequence is YDKFLANVSTVLTDK. The MHC is DRB1_0404 with pseudo-sequence DRB1_0404. The binding affinity (normalized) is 0.692. (5) The peptide sequence is LTYQNKVVKVQRPTPKG. The MHC is DRB1_1302 with pseudo-sequence DRB1_1302. The binding affinity (normalized) is 0.764. (6) The peptide sequence is ILVTVNPIASTNDDE. The MHC is HLA-DQA10303-DQB10402 with pseudo-sequence HLA-DQA10303-DQB10402. The binding affinity (normalized) is 0.